This data is from Reaction yield outcomes from USPTO patents with 853,638 reactions. The task is: Predict the reaction yield, written as a fraction of the theoretical maximum amount of product (1.0 means a 100% yield; for example, 0.34 means a 34% yield). (1) The reactants are Cl.Br[C:3]1[CH:4]=[C:5]2[C:11]([C:12]3[CH:17]=[CH:16][C:15]([O:18][CH2:19][CH2:20][CH2:21][N:22]4[CH2:27][CH2:26][CH2:25][CH2:24][CH2:23]4)=[CH:14][CH:13]=3)=[CH:10][NH:9][C:6]2=[N:7][CH:8]=1.[CH3:28][O:29][C:30]1[CH:31]=[C:32](B2OC(C)(C)C(C)(C)O2)[CH:33]=[CH:34][C:35]=1[O:36]CC1C=CC(OC)=CC=1.C(=O)([O-])[O-].[Na+].[Na+].C(=O)(O)[O-].[Na+]. The catalyst is Cl[Pd-2](Cl)(P(C1C=CC=CC=1)(C1C=CC=CC=1)C1C=CC=CC=1)P(C1C=CC=CC=1)(C1C=CC=CC=1)C1C=CC=CC=1.ClCCl.C(#N)C. The product is [CH3:28][O:29][C:30]1[CH:31]=[C:32]([C:3]2[CH:4]=[C:5]3[C:11]([C:12]4[CH:17]=[CH:16][C:15]([O:18][CH2:19][CH2:20][CH2:21][N:22]5[CH2:27][CH2:26][CH2:25][CH2:24][CH2:23]5)=[CH:14][CH:13]=4)=[CH:10][NH:9][C:6]3=[N:7][CH:8]=2)[CH:33]=[CH:34][C:35]=1[OH:36]. The yield is 0.0800. (2) The reactants are [Cl:1][C:2]1[CH:3]=[C:4]2[C:9](=[CH:10][CH:11]=1)[N:8]=[C:7]([O:12][CH3:13])[C:6]([NH:14][C:15](=[O:19])OCC)=[N:5]2.[CH3:20][O:21][C:22]1[CH:27]=[CH:26][C:25]([N:28]2[CH2:33][CH2:32][NH:31][CH2:30][CH2:29]2)=[CH:24][CH:23]=1. No catalyst specified. The product is [Cl:1][C:2]1[CH:3]=[C:4]2[C:9](=[CH:10][CH:11]=1)[N:8]=[C:7]([O:12][CH3:13])[C:6]([NH:14][C:15]([N:31]1[CH2:30][CH2:29][N:28]([C:25]3[CH:24]=[CH:23][C:22]([O:21][CH3:20])=[CH:27][CH:26]=3)[CH2:33][CH2:32]1)=[O:19])=[N:5]2. The yield is 0.810.